This data is from Full USPTO retrosynthesis dataset with 1.9M reactions from patents (1976-2016). The task is: Predict the reactants needed to synthesize the given product. (1) Given the product [O:18]=[C:17]1[C:11]2[C:12]3[C:13](=[C:5]([C:3]4[CH:31]=[CH:32][N:27]=[CH:28][CH:29]=4)[NH:6][C:7]=3[CH:8]=[C:9]([NH:19][C:20](=[O:21])[O:22][C:23]([CH3:25])([CH3:26])[CH3:24])[CH:10]=2)[CH:14]=[N:15][NH:16]1, predict the reactants needed to synthesize it. The reactants are: CO[C:3]([C:5]1[NH:6][C:7]2[CH:8]=[C:9]([NH:19][C:20]([O:22][C:23]([CH3:26])([CH3:25])[CH3:24])=[O:21])[CH:10]=[C:11]3[C:17](=[O:18])[NH:16][N:15]=[CH:14][C:13]=1[C:12]=23)=O.[N:27]1[CH:32]=[CH:31]C(B(O)O)=[CH:29][CH:28]=1.C(=O)([O-])[O-].[Na+].[Na+]. (2) Given the product [F:1][C:2]1[CH:10]=[C:9]2[C:5]([CH:6]=[N:7][NH:8]2)=[CH:4][C:3]=1[C:11](=[NH:12])[NH:19][OH:20], predict the reactants needed to synthesize it. The reactants are: [F:1][C:2]1[CH:10]=[C:9]2[C:5]([CH:6]=[N:7][NH:8]2)=[CH:4][C:3]=1[C:11]#[N:12].C(=O)(O)[O-].[Na+].Cl.[NH2:19][OH:20]. (3) Given the product [NH2:36][C@H:28]([C:81]([NH2:79])=[O:82])[CH:29]([CH3:17])[CH3:24].[CH2:4]1[CH2:9][CH2:8][CH2:7][CH2:6][CH2:5]1, predict the reactants needed to synthesize it. The reactants are: N(C(OC[CH:17]1[C:29]2[C:24](=CC=C[CH:28]=2)C2C1=CC=CC=2)=O)[C@H](C(O)=O)C[C:4]1[CH:9]=[CH:8][CH:7]=[CH:6][CH:5]=1.C1C=CC2N(O)N=[N:36]C=2C=1.C(N=C=NC(C)C)(C)C.N(C(OCC1C2C(=CC=CC=2)C2C1=CC=CC=2)=O)[C@H](C(O)=O)CC1C=CC=CC=1.C[N:79]([CH:81]=[O:82])C. (4) Given the product [Br:7][C:8]1[CH:17]=[C:16]2[C:11]([CH:12]=[CH:13][C:14]([O:18][CH:22]([O:21][CH3:20])[C:23]([O:25][CH3:26])=[O:24])=[CH:15]2)=[CH:10][CH:9]=1, predict the reactants needed to synthesize it. The reactants are: CC(C)([O-])C.[K+].[Br:7][C:8]1[CH:17]=[C:16]2[C:11]([CH:12]=[CH:13][C:14]([OH:18])=[CH:15]2)=[CH:10][CH:9]=1.Br[CH2:20][O:21][CH2:22][C:23]([O:25][CH3:26])=[O:24].BrC(OC)C(OC)=O.[Na+].[Cl-]. (5) Given the product [CH3:12][N:15]([CH3:16])[C:9]([C:3]1[C:2]([NH2:1])=[N:7][CH:6]=[C:5]([I:8])[N:4]=1)=[O:11], predict the reactants needed to synthesize it. The reactants are: [NH2:1][C:2]1[C:3]([C:9]([OH:11])=O)=[N:4][C:5]([I:8])=[CH:6][N:7]=1.[CH:12]([N:15](C(C)C)[CH2:16]C)(C)C.F[P-](F)(F)(F)(F)F.C[N+](C)=C(N(C)C)ON1C2N=CC=CC=2N=N1.CNC.C(O)(=O)CC(CC(O)=O)(C(O)=O)O.